From a dataset of Forward reaction prediction with 1.9M reactions from USPTO patents (1976-2016). Predict the product of the given reaction. (1) Given the reactants [Cl:1][C:2]1[CH:6]=[CH:5][N:4]([C:7]2[CH:8]=[N:9][CH:10]=[CH:11][CH:12]=2)[N:3]=1.[N+:13]([O-])([OH:15])=[O:14].S(=O)(=O)(O)O, predict the reaction product. The product is: [Cl:1][C:2]1[C:6]([N+:13]([O-:15])=[O:14])=[CH:5][N:4]([C:7]2[CH:8]=[N:9][CH:10]=[CH:11][CH:12]=2)[N:3]=1. (2) Given the reactants P([O:13][CH:14]1[CH2:19][CH2:18][CH2:17][N:16]([CH2:20][CH2:21][CH2:22][O:23][C:24]2[CH:33]=[C:32]3[C:27]([C:28]([NH:34][C:35]4[CH:39]=[C:38]([CH2:40][C:41]([NH:43][C:44]5[CH:49]=[CH:48][CH:47]=[C:46]([F:50])[CH:45]=5)=[O:42])[NH:37][N:36]=4)=[N:29][CH:30]=[N:31]3)=[CH:26][C:25]=2[O:51][CH3:52])[CH2:15]1)(OC(C)(C)C)(OC(C)(C)C)=O.N1CCCC(O)C1, predict the reaction product. The product is: [F:50][C:46]1[CH:45]=[C:44]([NH:43][C:41](=[O:42])[CH2:40][C:38]2[NH:37][N:36]=[C:35]([NH:34][C:28]3[C:27]4[C:32](=[CH:33][C:24]([O:23][CH2:22][CH2:21][CH2:20][N:16]5[CH2:17][CH2:18][CH2:19][CH:14]([OH:13])[CH2:15]5)=[C:25]([O:51][CH3:52])[CH:26]=4)[N:31]=[CH:30][N:29]=3)[CH:39]=2)[CH:49]=[CH:48][CH:47]=1. (3) Given the reactants [F:1][C:2]1[CH:3]=[CH:4][C:5]([OH:28])=[C:6]([C:8]2[CH:13]=[CH:12][CH:11]=[C:10]([S:14]([NH:17][C:18]3[CH:26]=[CH:25][C:21]([C:22]([OH:24])=[O:23])=[C:20]([OH:27])[CH:19]=3)(=[O:16])=[O:15])[CH:9]=2)[CH:7]=1.[CH2:29](O)[CH2:30][OH:31], predict the reaction product. The product is: [F:1][C:2]1[CH:3]=[CH:4][C:5]([OH:28])=[C:6]([C:8]2[CH:13]=[CH:12][CH:11]=[C:10]([S:14]([NH:17][C:18]3[CH:26]=[CH:25][C:21]([C:22]([O:24][CH2:29][CH2:30][OH:31])=[O:23])=[C:20]([OH:27])[CH:19]=3)(=[O:15])=[O:16])[CH:9]=2)[CH:7]=1. (4) Given the reactants [C:1]([O:8]C([O-])=O)([O:3][C:4]([CH3:7])([CH3:6])[CH3:5])=O.[CH2:12]([N:14]([CH2:17][CH3:18])[CH2:15][CH3:16])[CH3:13].[CH2:19]([C@H:21]1[CH2:26][NH:25][C@H:24]([CH3:27])[CH2:23][N:22]1[CH2:28][C:29]([OH:31])=[O:30])[CH3:20], predict the reaction product. The product is: [CH2:12]([N:14]([CH2:17][CH3:18])[CH2:15][CH3:16])[CH3:13].[C:4]([O:3][C:1]([N:25]1[CH2:26][C@H:21]([CH2:19][CH3:20])[N:22]([CH2:28][C:29]([OH:31])=[O:30])[CH2:23][C@H:24]1[CH3:27])=[O:8])([CH3:5])([CH3:6])[CH3:7]. (5) The product is: [F:33][C:30]([F:31])([F:32])[C:27]1[CH:28]=[CH:29][C:24]([CH2:23][O:22][C:17]2[CH:18]=[CH:19][CH:20]=[CH:21][C:16]=2[CH2:15][O:14][C:11]2[CH:12]=[CH:13][C:6]3[C:5]([CH2:4][C:3]([OH:34])=[O:2])=[CH:9][S:8][C:7]=3[CH:10]=2)=[CH:25][CH:26]=1. Given the reactants C[O:2][C:3](=[O:34])[CH2:4][C:5]1[C:6]2[CH:13]=[CH:12][C:11]([O:14][CH2:15][C:16]3[CH:21]=[CH:20][CH:19]=[CH:18][C:17]=3[O:22][CH2:23][C:24]3[CH:29]=[CH:28][C:27]([C:30]([F:33])([F:32])[F:31])=[CH:26][CH:25]=3)=[CH:10][C:7]=2[S:8][CH:9]=1.ClC1C=CC(C(=O)CCCSC2C=CC(OCC(O)=O)=C3C=2CCC3)=CC=1, predict the reaction product. (6) Given the reactants [Cl:1][C:2]1[C:3]([F:31])=[C:4]([CH:8]2[C:12]([C:15]3[CH:20]=[CH:19][C:18]([Cl:21])=[CH:17][C:16]=3[F:22])([C:13]#[N:14])[CH:11]([CH2:23][C:24]([CH3:27])([CH3:26])[CH3:25])[NH:10][CH:9]2[C:28]([OH:30])=O)[CH:5]=[CH:6][CH:7]=1.[C:32](Cl)(=O)C(Cl)=O.C(N(CC)CC)C.[NH2:45][C:46]1[S:50][C:49]([C:51]([O-:53])=[O:52])=[CH:48][CH:47]=1, predict the reaction product. The product is: [CH3:32][O:52][C:51]([C:49]1[S:50][C:46]([NH:45][C:28]([C@H:9]2[C@H:8]([C:4]3[CH:5]=[CH:6][CH:7]=[C:2]([Cl:1])[C:3]=3[F:31])[C@:12]([C:15]3[CH:20]=[CH:19][C:18]([Cl:21])=[CH:17][C:16]=3[F:22])([C:13]#[N:14])[C@H:11]([CH2:23][C:24]([CH3:26])([CH3:27])[CH3:25])[NH:10]2)=[O:30])=[CH:47][CH:48]=1)=[O:53].